Dataset: Reaction yield outcomes from USPTO patents with 853,638 reactions. Task: Predict the reaction yield, written as a fraction of the theoretical maximum amount of product (1.0 means a 100% yield; for example, 0.34 means a 34% yield). (1) The reactants are [NH2:1][C:2]1[CH:7]=[CH:6][CH:5]=[CH:4][N:3]=1.[N:8]1[CH:13]=[C:12]([CH:14]=O)[CH:11]=[N:10][CH:9]=1. The catalyst is C(Cl)(Cl)Cl. The product is [N:8]1[CH:13]=[C:12]([CH:14]=[N:1][C:2]2[CH:7]=[CH:6][CH:5]=[CH:4][N:3]=2)[CH:11]=[N:10][CH:9]=1. The yield is 0.998. (2) The reactants are C(O[C:4]1[CH2:5][N:6]([C:10]([O:12][C:13]([CH3:16])([CH3:15])[CH3:14])=[O:11])[CH2:7][CH2:8][N:9]=1)C.[N:17]1[CH:22]=[CH:21][N:20]=[CH:19][C:18]=1[C:23]([NH:25][NH2:26])=O. The catalyst is C(O)CCC. The product is [N:17]1[CH:22]=[CH:21][N:20]=[CH:19][C:18]=1[C:23]1[N:9]2[CH2:8][CH2:7][N:6]([C:10]([O:12][C:13]([CH3:14])([CH3:15])[CH3:16])=[O:11])[CH2:5][C:4]2=[N:26][N:25]=1. The yield is 0.500. (3) The product is [Cl:23][C:24]1[CH:34]=[CH:33][C:27]2[S:28][C:29]([CH2:31][N:15]([CH2:16][C:17]([F:19])([F:18])[F:20])[C:12]3[CH:11]=[CH:10][C:9]([C:3]([OH:8])([C:4]([F:7])([F:6])[F:5])[C:2]([F:21])([F:22])[F:1])=[CH:14][CH:13]=3)=[CH:30][C:26]=2[CH:25]=1. The catalyst is CC(O)(C)C. The reactants are [F:1][C:2]([F:22])([F:21])[C:3]([C:9]1[CH:14]=[CH:13][C:12]([NH:15][CH2:16][C:17]([F:20])([F:19])[F:18])=[CH:11][CH:10]=1)([OH:8])[C:4]([F:7])([F:6])[F:5].[Cl:23][C:24]1[CH:34]=[CH:33][C:27]2[S:28][C:29]([CH2:31]Cl)=[CH:30][C:26]=2[CH:25]=1. The yield is 0.190. (4) The yield is 0.920. The reactants are [CH2:1]([NH2:4])[CH2:2]N.C([C:8]1[CH:13]=[CH:12][CH:11]=[CH:10][C:9]=1[OH:14])C=C. The product is [O:14]1[C:9]2[CH:10]=[CH:11][CH:12]=[CH:13][C:8]=2[CH:2]=[CH:1][NH:4]1. The catalyst is C1(C)C=CC=CC=1. (5) The reactants are [H-].[Na+].O1CCCC1.[CH3:8][O:9][C:10](=[O:30])[C:11]1[CH:16]=[CH:15][CH:14]=[CH:13][C:12]=1[CH2:17][S:18][C:19]1[NH:20][C:21]2[CH:27]=[C:26]([CH3:28])[C:25]([CH3:29])=[CH:24][C:22]=2[N:23]=1.Cl[CH2:32][C:33]1[C:42]2[C:37](=[CH:38][CH:39]=[CH:40][CH:41]=2)[CH:36]=[CH:35][CH:34]=1. The catalyst is O. The product is [CH3:8][O:9][C:10](=[O:30])[C:11]1[CH:16]=[CH:15][CH:14]=[CH:13][C:12]=1[CH2:17][S:18][C:19]1[N:20]([CH2:32][C:33]2[C:42]3[C:37](=[CH:38][CH:39]=[CH:40][CH:41]=3)[CH:36]=[CH:35][CH:34]=2)[C:21]2[CH:27]=[C:26]([CH3:28])[C:25]([CH3:29])=[CH:24][C:22]=2[N:23]=1. The yield is 0.320. (6) The reactants are C([SiH](CC)CC)C.[CH2:8]([O:10][C:11]([C:13]1[NH:14][CH:15]=[C:16]([C:18](=O)[CH2:19][C:20]2[CH:25]=[CH:24][C:23]([F:26])=[CH:22][CH:21]=2)[CH:17]=1)=[O:12])[CH3:9]. The catalyst is FC(F)(F)C(O)=O. The product is [CH2:8]([O:10][C:11]([C:13]1[NH:14][CH:15]=[C:16]([CH2:18][CH2:19][C:20]2[CH:21]=[CH:22][C:23]([F:26])=[CH:24][CH:25]=2)[CH:17]=1)=[O:12])[CH3:9]. The yield is 0.570.